This data is from Experimentally validated miRNA-target interactions with 360,000+ pairs, plus equal number of negative samples. The task is: Binary Classification. Given a miRNA mature sequence and a target amino acid sequence, predict their likelihood of interaction. (1) The miRNA is mmu-miR-466a-5p with sequence UAUGUGUGUGUACAUGUACAUA. The protein sequence of the target gene is MKAAYTAYRCLTKDLEGCAMNPELTMESLGTLHGPVGGGSGGGGGGGGGGGGGGPGHEQELLASPSPHHAGRGAAGSLRGPPPPTAHQELGTAAAAAAAASRSAMVTSMASILDGSDYRPELSIPLHHAMSMSCDSSPPGMGMSNTYTTLTPLQPLPPISTVSDKFHHPHPHHHPHHHHHHHHHHQRLSGNVSGSFTLMRDERGLPSMNNLYSPYKEMPSMSQSLSPLAATPLGNGLGGLHNAQQSLPNYGPPGHDKMLSPNFDAHHTAMLTRGEQHLSRGLGTPPAAMMSHLNGLHHPG.... Result: 1 (interaction). (2) The miRNA is mmu-miR-24-2-5p with sequence GUGCCUACUGAGCUGAAACAGU. The protein sequence of the target gene is MPQYQTWEEFSRAAEKLYLADPMKARVVLKYRHSDGNLCVKVTDDLVCLVYKTDQAQDVKKIEKFHSQLMRLMVAKEARNVTMETE. Result: 0 (no interaction). (3) The miRNA is mmu-miR-669b-5p with sequence AGUUUUGUGUGCAUGUGCAUGU. The protein sequence of the target gene is MTTMTNSLISNSVSSVPESLFSSASIHRPVAINPAMLAQFSINLPVLPFESSASLGTSTTSSSRCSSTESSAAPGKIRRGRPQQEIADGQDAHSQKKRHRRLYARQYRAQMRQKVENVKSLHDEKEQLELEVKALRQAVSGLQQENAQKDFLISILQLNNQINHS. Result: 0 (no interaction). (4) The miRNA is mmu-miR-669c-5p with sequence AUAGUUGUGUGUGGAUGUGUGU. The protein sequence of the target gene is MVPAAGRRPPRVMRLLGWWQVLLWVLGLPVRGVEVAEESGRLWSEEQPAHPLQVGAVYLGEEELLHDPMGQDRAAEEANAVLGLDTQGDHMVMLSVIPGEAEDKVSSEPSGVTCGAGGAEDSRCNVRESLFSLDGAGAHFPDREEEYYTEPEVAESDAAPTEDSNNTESLKSPKVNCEERNITGLENFTLKILNMSQDLMDFLNPNGSDCTLVLFYTPWCRFSASLAPHFNSLPRAFPALHFLALDASQHSSLSTRFGTVAVPNILLFQGAKPMARFNHTDRTLETLKIFIFNQTGIEAK.... Result: 0 (no interaction).